Dataset: Reaction yield outcomes from USPTO patents with 853,638 reactions. Task: Predict the reaction yield, written as a fraction of the theoretical maximum amount of product (1.0 means a 100% yield; for example, 0.34 means a 34% yield). (1) The reactants are [CH3:1][CH2:2][C@@H:3]1[NH:46][C:44](=[O:45])[C@H:43]([C@H:47]([OH:54])[C@@H:48]([CH2:50]/[CH:51]=[CH:52]/[CH3:53])[CH3:49])[N:42]([CH3:55])[C:40](=[O:41])[C@H:39]([CH:56]([CH3:58])[CH3:57])[N:38]([CH3:59])[C:36](=[O:37])[C@H:35]([CH2:60][CH:61]([CH3:63])[CH3:62])[N:34]([CH3:64])[C:32](=[O:33])[C@H:31]([CH2:65][CH:66]([CH3:68])[CH3:67])[N:30]([CH3:69])[C:28](=[O:29])[C@@H:27]([CH3:70])[NH:26][C:24](=[O:25])[C@H:23]([CH3:71])[NH:22][C:20](=[O:21])[C@H:19]([CH2:72][CH:73]([CH3:75])[CH3:74])[N:18]([CH3:76])[C:16](=[O:17])[C@H:15]([CH:77]([CH3:79])[CH3:78])[NH:14][C:12](=[O:13])[C@H:11]([CH2:80][CH:81]([CH3:83])[CH3:82])[N:10]([CH3:84])[C:8](=[O:9])[CH2:7][N:6]([CH3:85])[C:4]1=[O:5].[C:86]([O:89]C(=O)C)(=[O:88])[CH3:87]. The catalyst is N1C=CC=CC=1.C(OCC)(=O)C. The product is [CH3:1][CH2:2][C@@H:3]1[NH:46][C:44](=[O:45])[C@H:43]([C@H:47]([OH:54])[C@@H:48]([CH2:50]/[CH:51]=[CH:52]/[CH3:53])[CH3:49])[N:42]([CH3:55])[C:40](=[O:41])[C@H:39]([CH:56]([CH3:57])[CH3:58])[N:38]([CH3:59])[C:36](=[O:37])[C@H:35]([CH2:60][CH:61]([CH3:62])[CH3:63])[N:34]([CH3:64])[C:32](=[O:33])[C@H:31]([CH2:65][CH:66]([CH3:68])[CH3:67])[N:30]([CH3:69])[C:28](=[O:29])[C@@H:27]([CH3:70])[NH:26][C:24](=[O:25])[C@H:23]([CH3:71])[NH:22][C:20](=[O:21])[C@H:19]([CH2:72][CH:73]([CH3:75])[CH3:74])[N:18]([CH3:76])[C:16](=[O:17])[C@H:15]([CH:77]([CH3:79])[CH3:78])[NH:14][C:12](=[O:13])[C@H:11]([CH2:80][CH:81]([CH3:83])[CH3:82])[N:10]([CH3:84])[C:8](=[O:9])[CH2:7][N:6]([CH3:85])[C:4]1=[O:5].[C:86]([O-:89])(=[O:88])[CH3:87]. The yield is 0.950. (2) The yield is 0.650. The product is [CH2:1]([NH:8][C:9]1[C:18]2[C:13](=[CH:14][CH:15]=[CH:16][C:17]=2[C:19]2[CH:24]=[CH:23][CH:22]=[CH:21][CH:20]=2)[C:12]([C:25]2[CH:26]=[C:27]([S:31]([NH:34][C:35]([CH3:38])([CH3:37])[CH3:36])(=[O:33])=[O:32])[CH:28]=[N:29][CH:30]=2)=[C:11]([S:41][CH3:40])[N:10]=1)[C:2]1[CH:7]=[CH:6][CH:5]=[CH:4][CH:3]=1. The catalyst is CN(C=O)C.O. The reactants are [CH2:1]([NH:8][C:9]1[C:18]2[C:13](=[CH:14][CH:15]=[CH:16][C:17]=2[C:19]2[CH:24]=[CH:23][CH:22]=[CH:21][CH:20]=2)[C:12]([C:25]2[CH:26]=[C:27]([S:31]([NH:34][C:35]([CH3:38])([CH3:37])[CH3:36])(=[O:33])=[O:32])[CH:28]=[N:29][CH:30]=2)=[C:11](Cl)[N:10]=1)[C:2]1[CH:7]=[CH:6][CH:5]=[CH:4][CH:3]=1.[CH3:40][S-:41].[Na+].